Predict which catalyst facilitates the given reaction. From a dataset of Catalyst prediction with 721,799 reactions and 888 catalyst types from USPTO. (1) Reactant: Cl[C:2]1[N:7]=[CH:6][C:5]([C:8]2[CH:13]=[CH:12][N:11]=[C:10]([NH:14][C:15]3[CH:16]=[C:17]([NH:22][C:23](=[O:34])[C:24]4[CH:29]=[CH:28][CH:27]=[C:26]([C:30]([F:33])([F:32])[F:31])[CH:25]=4)[CH:18]=[CH:19][C:20]=3[CH3:21])[N:9]=2)=[CH:4][CH:3]=1.[N:35]1([CH2:41][CH2:42][CH2:43][NH2:44])[CH2:40][CH2:39][O:38][CH2:37][CH2:36]1. Product: [CH3:21][C:20]1[CH:19]=[CH:18][C:17]([NH:22][C:23](=[O:34])[C:24]2[CH:29]=[CH:28][CH:27]=[C:26]([C:30]([F:33])([F:31])[F:32])[CH:25]=2)=[CH:16][C:15]=1[NH:14][C:10]1[N:9]=[C:8]([C:5]2[CH:6]=[N:7][C:2]([NH:44][CH2:43][CH2:42][CH2:41][N:35]3[CH2:40][CH2:39][O:38][CH2:37][CH2:36]3)=[CH:3][CH:4]=2)[CH:13]=[CH:12][N:11]=1. The catalyst class is: 6. (2) Reactant: Cl[C:2]1[CH:7]=[C:6]([C:8]([C:10]2[CH:11]=[C:12]([NH:35]C(=O)C)[CH:13]=[C:14]([C:16]3[CH:24]=[CH:23][CH:22]=[C:21]4[C:17]=3[CH:18]=[CH:19][N:20]4[Si](C(C)C)(C(C)C)C(C)C)[CH:15]=2)=[O:9])[CH:5]=[CH:4][N:3]=1.[CH3:39][O-:40].[Na+]. Product: [NH2:35][C:12]1[CH:11]=[C:10]([C:8]([C:6]2[CH:5]=[CH:4][N:3]=[C:2]([O:40][CH3:39])[CH:7]=2)=[O:9])[CH:15]=[C:14]([C:16]2[CH:24]=[CH:23][CH:22]=[C:21]3[C:17]=2[CH:18]=[CH:19][NH:20]3)[CH:13]=1. The catalyst class is: 5. (3) The catalyst class is: 1. Reactant: C[O:2][C:3](=[O:52])[C:4]1[CH:9]=[CH:8][C:7]([CH3:10])=[C:6]([N:11]2[C:16]([CH3:17])=[CH:15][C:14]([O:18][CH2:19][C:20]3[CH:25]=[CH:24][CH:23]=[CH:22][C:21]=3[CH2:26][NH:27][C:28]([NH:30][C:31]3[N:32]([C:40]4[CH:45]=[CH:44][CH:43]=[C:42]([O:46][CH2:47][CH2:48][OH:49])[CH:41]=4)[N:33]=[C:34]([C:36]([CH3:39])([CH3:38])[CH3:37])[CH:35]=3)=[O:29])=[C:13]([Cl:50])[C:12]2=[O:51])[CH:5]=1.[OH-].[Na+].C(O)(=O)CC(CC(O)=O)(C(O)=O)O. Product: [C:36]([C:34]1[CH:35]=[C:31]([NH:30][C:28](=[O:29])[NH:27][CH2:26][C:21]2[CH:22]=[CH:23][CH:24]=[CH:25][C:20]=2[CH2:19][O:18][C:14]2[CH:15]=[C:16]([CH3:17])[N:11]([C:6]3[CH:5]=[C:4]([CH:9]=[CH:8][C:7]=3[CH3:10])[C:3]([OH:52])=[O:2])[C:12](=[O:51])[C:13]=2[Cl:50])[N:32]([C:40]2[CH:45]=[CH:44][CH:43]=[C:42]([O:46][CH2:47][CH2:48][OH:49])[CH:41]=2)[N:33]=1)([CH3:37])([CH3:38])[CH3:39]. (4) Reactant: [CH3:1][N:2]1[CH2:27][CH2:26][C:5]2[N:6]([CH2:14][C:15]([C:20]3[CH:25]=[CH:24][N:23]=[CH:22][CH:21]=3)(O)[CH:16]([CH3:18])[CH3:17])[C:7]3[CH:8]=[CH:9][C:10]([CH3:13])=[CH:11][C:12]=3[C:4]=2[CH2:3]1.CN(C=O)C.S(Cl)(Cl)=O. Product: [CH3:1][N:2]1[CH2:27][CH2:26][C:5]2[N:6]([CH2:14][C:15]([C:20]3[CH:21]=[CH:22][N:23]=[CH:24][CH:25]=3)=[C:16]([CH3:18])[CH3:17])[C:7]3[CH:8]=[CH:9][C:10]([CH3:13])=[CH:11][C:12]=3[C:4]=2[CH2:3]1. The catalyst class is: 2. (5) Reactant: [CH2:1]([S:3]([CH2:6][CH2:7][CH2:8][C:9]12[CH2:16][CH2:15][C:12]([C:17]([OH:19])=O)([CH2:13][CH2:14]1)[CH2:11][CH2:10]2)(=[O:5])=[O:4])[CH3:2].C(Cl)(=O)C(Cl)=O.CN(C=O)C.[CH:31]12[CH2:40][CH:35]3[CH2:36][CH:37]([CH2:39][CH:33]([CH2:34]3)[CH:32]1[NH2:41])[CH2:38]2. Product: [CH:31]12[CH2:40][CH:35]3[CH2:36][CH:37]([CH2:39][CH:33]([CH2:34]3)[CH:32]1[NH:41][C:17]([C:12]13[CH2:11][CH2:10][C:9]([CH2:8][CH2:7][CH2:6][S:3]([CH2:1][CH3:2])(=[O:4])=[O:5])([CH2:14][CH2:13]1)[CH2:16][CH2:15]3)=[O:19])[CH2:38]2. The catalyst class is: 347. (6) The catalyst class is: 2. Reactant: [CH3:1][O:2][C:3]1[CH:4]=[C:5]2[C:10](=[CH:11][C:12]=1[O:13][CH3:14])[N:9]=[CH:8][CH:7]=[C:6]2[O:15][C:16]1[CH:22]=[CH:21][C:19]([NH2:20])=[CH:18][CH:17]=1.C1(C)C=CC=CC=1.C(N(CC)CC)C.ClC(Cl)(O[C:41](=[O:47])[O:42][C:43](Cl)(Cl)Cl)Cl.[Cl:49][C:50]1[CH:55]=[CH:54][C:53]([S:56][CH2:57][CH2:58]CO)=[C:52]([CH3:61])[CH:51]=1. Product: [CH3:1][O:2][C:3]1[CH:4]=[C:5]2[C:10](=[CH:11][C:12]=1[O:13][CH3:14])[N:9]=[CH:8][CH:7]=[C:6]2[O:15][C:16]1[CH:22]=[CH:21][C:19]([NH:20][C:41](=[O:47])[O:42][CH2:43][CH2:58][CH2:57][S:56][C:53]2[CH:54]=[CH:55][C:50]([Cl:49])=[CH:51][C:52]=2[CH3:61])=[CH:18][CH:17]=1.